This data is from Forward reaction prediction with 1.9M reactions from USPTO patents (1976-2016). The task is: Predict the product of the given reaction. (1) Given the reactants [CH3:1][O:2][C:3]1[CH:4]=[C:5]([CH:23]=[CH:24][C:25]=1[O:26][CH3:27])[CH2:6][CH:7]1[C:16]2[C:11](=[CH:12][C:13]([O:21][CH3:22])=[C:14]([O:17][CH:18]([CH3:20])[CH3:19])[CH:15]=2)[CH2:10][CH2:9][NH:8]1.Br[CH2:29][C:30](Br)=[O:31].[NH2:33][C@H:34]1[C:42]2[C:37](=[CH:38][CH:39]=[CH:40][CH:41]=2)[CH2:36][CH2:35]1, predict the reaction product. The product is: [CH3:1][O:2][C:3]1[CH:4]=[C:5]([CH:23]=[CH:24][C:25]=1[O:26][CH3:27])[CH2:6][CH:7]1[C:16]2[C:11](=[CH:12][C:13]([O:21][CH3:22])=[C:14]([O:17][CH:18]([CH3:20])[CH3:19])[CH:15]=2)[CH2:10][CH2:9][N:8]1[CH2:29][C:30]([NH:33][C@H:34]1[C:42]2[C:37](=[CH:38][CH:39]=[CH:40][CH:41]=2)[CH2:36][CH2:35]1)=[O:31]. (2) Given the reactants CCN(C(C)C)C(C)C.Cl.Cl.[CH3:12][C@H:13]1[C:21]2[C:20]([N:22]3[CH2:27][CH2:26][NH:25][CH2:24][CH2:23]3)=[N:19][CH:18]=[N:17][C:16]=2[CH2:15][CH2:14]1.[C:28]([O:32][C:33]([N:35]1[CH2:39][CH:38]([C:40]2[CH:45]=[CH:44][C:43]([Cl:46])=[C:42]([Cl:47])[CH:41]=2)[CH:37]([C:48](O)=[O:49])[CH2:36]1)=[O:34])([CH3:31])([CH3:30])[CH3:29].F[P-](F)(F)(F)(F)F.N1(OC(N(C)C)=[N+](C)C)C2C=CC=CC=2N=N1, predict the reaction product. The product is: [Cl:47][C:42]1[CH:41]=[C:40]([CH:38]2[CH:37]([C:48]([N:25]3[CH2:26][CH2:27][N:22]([C:20]4[C:21]5[C@H:13]([CH3:12])[CH2:14][CH2:15][C:16]=5[N:17]=[CH:18][N:19]=4)[CH2:23][CH2:24]3)=[O:49])[CH2:36][N:35]([C:33]([O:32][C:28]([CH3:31])([CH3:30])[CH3:29])=[O:34])[CH2:39]2)[CH:45]=[CH:44][C:43]=1[Cl:46]. (3) Given the reactants [CH3:1][O:2][C:3]1[CH:12]=[C:11]2[C:6]([C:7](=[O:18])[CH:8]=[C:9]([CH:13]3[CH2:17][CH2:16][CH2:15][O:14]3)[O:10]2)=[CH:5][CH:4]=1.C(N(CC)CC)C, predict the reaction product. The product is: [CH3:1][O:2][C:3]1[CH:12]=[C:11]2[C:6]([C:7](=[O:18])[CH2:8][CH:9]([CH:13]3[CH2:17][CH2:16][CH2:15][O:14]3)[O:10]2)=[CH:5][CH:4]=1.